The task is: Binary Classification. Given a drug SMILES string, predict its activity (active/inactive) in a high-throughput screening assay against a specified biological target.. This data is from HIV replication inhibition screening data with 41,000+ compounds from the AIDS Antiviral Screen. (1) The compound is CC(C)CCSSCCC(C)C. The result is 0 (inactive). (2) The compound is OCCNNCCO. The result is 0 (inactive). (3) The drug is CCOc1ccc(NC(=O)CC2Sc3ccccc3NC2=O)cc1. The result is 0 (inactive). (4) The compound is NNC(=O)CC(=O)Nc1cccc(Cl)c1. The result is 0 (inactive).